Task: Regression. Given a peptide amino acid sequence and an MHC pseudo amino acid sequence, predict their binding affinity value. This is MHC class I binding data.. Dataset: Peptide-MHC class I binding affinity with 185,985 pairs from IEDB/IMGT (1) The peptide sequence is YDFNKLTAL. The MHC is HLA-B40:01 with pseudo-sequence HLA-B40:01. The binding affinity (normalized) is 0.207. (2) The peptide sequence is ALSSSLGNV. The MHC is HLA-A02:06 with pseudo-sequence HLA-A02:06. The binding affinity (normalized) is 0.565. (3) The peptide sequence is KRFQPFQQF. The binding affinity (normalized) is 0.0847. The MHC is HLA-A26:01 with pseudo-sequence HLA-A26:01. (4) The peptide sequence is DTGCRIDGY. The MHC is HLA-A02:06 with pseudo-sequence HLA-A02:06. The binding affinity (normalized) is 0.0847.